Dataset: Reaction yield outcomes from USPTO patents with 853,638 reactions. Task: Predict the reaction yield, written as a fraction of the theoretical maximum amount of product (1.0 means a 100% yield; for example, 0.34 means a 34% yield). The catalyst is C(O)C.[Pd]. The yield is 1.00. The product is [NH2:16][C:15]1[C:6]([NH:5][CH2:4][CH:3]([O:19][CH3:20])[O:2][CH3:1])=[C:7]([CH:12]=[CH:13][CH:14]=1)[C:8]([O:10][CH3:11])=[O:9]. The reactants are [CH3:1][O:2][CH:3]([O:19][CH3:20])[CH2:4][NH:5][C:6]1[C:15]([N+:16]([O-])=O)=[CH:14][CH:13]=[CH:12][C:7]=1[C:8]([O:10][CH3:11])=[O:9].[H][H].